The task is: Predict the reactants needed to synthesize the given product.. This data is from Full USPTO retrosynthesis dataset with 1.9M reactions from patents (1976-2016). The reactants are: Cl.[CH2:2]([N:9]1[CH2:14][CH2:13][C:12]([OH:18])([C:15]([OH:17])=[O:16])[CH2:11][CH2:10]1)[C:3]1[CH:8]=[CH:7][CH:6]=[CH:5][CH:4]=1.[C:19](OC(=O)C)(=[O:21])[CH3:20].N1C=CC=CC=1.OS([O-])(=O)=O.[K+]. Given the product [C:19]([O:18][C:12]1([C:15]([OH:17])=[O:16])[CH2:11][CH2:10][N:9]([CH2:2][C:3]2[CH:4]=[CH:5][CH:6]=[CH:7][CH:8]=2)[CH2:14][CH2:13]1)(=[O:21])[CH3:20], predict the reactants needed to synthesize it.